Predict the product of the given reaction. From a dataset of Forward reaction prediction with 1.9M reactions from USPTO patents (1976-2016). (1) Given the reactants C([NH:4][C:5]1[CH:6]=[C:7]([C:10]([O:12][CH2:13][CH3:14])=[O:11])[S:8][CH:9]=1)(=O)C.[CH3:27][C:26]([O:25][C:23](O[C:23]([O:25][C:26]([CH3:29])([CH3:28])[CH3:27])=[O:24])=[O:24])([CH3:29])[CH3:28].CCN(CC)CC.NN, predict the reaction product. The product is: [C:26]([O:25][C:23]([NH:4][C:5]1[CH:6]=[C:7]([C:10]([O:12][CH2:13][CH3:14])=[O:11])[S:8][CH:9]=1)=[O:24])([CH3:27])([CH3:28])[CH3:29]. (2) The product is: [C:31]([O:30][C@@H:26]1[C@@H:25]([O:34][C:35](=[O:36])[CH3:37])[C@H:24]([O:38][C:39](=[O:40])[CH3:41])[C@@H:23]([CH2:22][O:21][C:19](=[O:20])[CH3:18])[O:28][C@H:27]1[O:17][C:10]1[C:9]([CH2:8][C:5]2[CH:6]=[CH:7][C:2]([Br:1])=[CH:3][CH:4]=2)=[C:13]([CH:14]([CH3:15])[CH3:16])[NH:12][N:11]=1)(=[O:32])[CH3:33]. Given the reactants [Br:1][C:2]1[CH:7]=[CH:6][C:5]([CH2:8][C:9]2[C:10](=[O:17])[NH:11][NH:12][C:13]=2[CH:14]([CH3:16])[CH3:15])=[CH:4][CH:3]=1.[CH3:18][C:19]([O:21][CH2:22][C@H:23]1[O:28][C@H:27](Br)[C@H:26]([O:30][C:31]([CH3:33])=[O:32])[C@@H:25]([O:34][C:35]([CH3:37])=[O:36])[C@@H:24]1[O:38][C:39]([CH3:41])=[O:40])=[O:20].[OH-].[Na+], predict the reaction product. (3) Given the reactants FC1C=C(NC(C2(C(NC3C=CC(F)=CC=3)=O)CC2)=O)C=CC=1OC1C2C(=CC(OC)=C(OC)C=2)[N:12]=[C:11](NC)C=1.[CH3:41][O:42][C:43]1[CH:44]=[C:45]([NH:51][C:52](SC)=[C:53]2[C:58](=[O:59])[O:57][C:56]([CH3:61])([CH3:60])[O:55][C:54]2=[O:62])[CH:46]=[CH:47][C:48]=1[O:49][CH3:50].CN, predict the reaction product. The product is: [CH3:41][O:42][C:43]1[CH:44]=[C:45]([NH:51][C:52]([NH:12][CH3:11])=[C:53]2[C:58](=[O:59])[O:57][C:56]([CH3:61])([CH3:60])[O:55][C:54]2=[O:62])[CH:46]=[CH:47][C:48]=1[O:49][CH3:50].